Regression. Given two drug SMILES strings and cell line genomic features, predict the synergy score measuring deviation from expected non-interaction effect. From a dataset of NCI-60 drug combinations with 297,098 pairs across 59 cell lines. (1) Synergy scores: CSS=29.6, Synergy_ZIP=-6.95, Synergy_Bliss=-17.0, Synergy_Loewe=-17.6, Synergy_HSA=-15.5. Cell line: 786-0. Drug 2: C1=NC2=C(N1)C(=S)N=CN2. Drug 1: C1=C(C(=O)NC(=O)N1)F. (2) Drug 1: CN1CCC(CC1)COC2=C(C=C3C(=C2)N=CN=C3NC4=C(C=C(C=C4)Br)F)OC. Drug 2: COC1=C2C(=CC3=C1OC=C3)C=CC(=O)O2. Cell line: OVCAR-5. Synergy scores: CSS=22.2, Synergy_ZIP=-2.63, Synergy_Bliss=3.18, Synergy_Loewe=-8.84, Synergy_HSA=3.02. (3) Drug 1: CCCS(=O)(=O)NC1=C(C(=C(C=C1)F)C(=O)C2=CNC3=C2C=C(C=N3)C4=CC=C(C=C4)Cl)F. Drug 2: C1=NNC2=C1C(=O)NC=N2. Cell line: A498. Synergy scores: CSS=8.74, Synergy_ZIP=0.991, Synergy_Bliss=5.03, Synergy_Loewe=2.03, Synergy_HSA=4.10. (4) Drug 1: CC(C)(C#N)C1=CC(=CC(=C1)CN2C=NC=N2)C(C)(C)C#N. Drug 2: CC1C(C(CC(O1)OC2CC(CC3=C2C(=C4C(=C3O)C(=O)C5=C(C4=O)C(=CC=C5)OC)O)(C(=O)CO)O)N)O.Cl. Cell line: SNB-19. Synergy scores: CSS=39.2, Synergy_ZIP=-0.418, Synergy_Bliss=-1.97, Synergy_Loewe=-2.33, Synergy_HSA=-0.267. (5) Drug 1: CN(CCCl)CCCl.Cl. Drug 2: C(CC(=O)O)C(=O)CN.Cl. Cell line: NCI-H226. Synergy scores: CSS=6.44, Synergy_ZIP=-1.48, Synergy_Bliss=0.801, Synergy_Loewe=-3.63, Synergy_HSA=-1.08. (6) Drug 2: COCCOC1=C(C=C2C(=C1)C(=NC=N2)NC3=CC=CC(=C3)C#C)OCCOC.Cl. Synergy scores: CSS=6.43, Synergy_ZIP=-1.05, Synergy_Bliss=2.22, Synergy_Loewe=3.95, Synergy_HSA=4.09. Cell line: UACC62. Drug 1: CC1=C(C(=CC=C1)Cl)NC(=O)C2=CN=C(S2)NC3=CC(=NC(=N3)C)N4CCN(CC4)CCO. (7) Synergy scores: CSS=6.90, Synergy_ZIP=-6.43, Synergy_Bliss=-1.16, Synergy_Loewe=-13.4, Synergy_HSA=-3.10. Drug 2: C1=CN(C=N1)CC(O)(P(=O)(O)O)P(=O)(O)O. Drug 1: C1=NC2=C(N1)C(=S)N=C(N2)N. Cell line: MDA-MB-435. (8) Drug 1: C1CN1C2=NC(=NC(=N2)N3CC3)N4CC4. Drug 2: C1=CC(=CC=C1CCC2=CNC3=C2C(=O)NC(=N3)N)C(=O)NC(CCC(=O)O)C(=O)O. Cell line: OVCAR-8. Synergy scores: CSS=53.5, Synergy_ZIP=-8.26, Synergy_Bliss=-7.75, Synergy_Loewe=-4.77, Synergy_HSA=-3.86. (9) Drug 1: C1CCN(CC1)CCOC2=CC=C(C=C2)C(=O)C3=C(SC4=C3C=CC(=C4)O)C5=CC=C(C=C5)O. Drug 2: CCCS(=O)(=O)NC1=C(C(=C(C=C1)F)C(=O)C2=CNC3=C2C=C(C=N3)C4=CC=C(C=C4)Cl)F. Cell line: HT29. Synergy scores: CSS=54.5, Synergy_ZIP=5.27, Synergy_Bliss=5.12, Synergy_Loewe=-1.84, Synergy_HSA=3.66. (10) Drug 1: C1CN(CCN1C(=O)CCBr)C(=O)CCBr. Drug 2: C1CNP(=O)(OC1)N(CCCl)CCCl. Cell line: MOLT-4. Synergy scores: CSS=30.6, Synergy_ZIP=0.610, Synergy_Bliss=2.23, Synergy_Loewe=-41.7, Synergy_HSA=1.30.